This data is from NCI-60 drug combinations with 297,098 pairs across 59 cell lines. The task is: Regression. Given two drug SMILES strings and cell line genomic features, predict the synergy score measuring deviation from expected non-interaction effect. (1) Drug 1: CC1CCC2CC(C(=CC=CC=CC(CC(C(=O)C(C(C(=CC(C(=O)CC(OC(=O)C3CCCCN3C(=O)C(=O)C1(O2)O)C(C)CC4CCC(C(C4)OC)O)C)C)O)OC)C)C)C)OC. Drug 2: C1CN(P(=O)(OC1)NCCCl)CCCl. Cell line: MOLT-4. Synergy scores: CSS=37.3, Synergy_ZIP=0.0972, Synergy_Bliss=-0.563, Synergy_Loewe=-76.9, Synergy_HSA=-0.542. (2) Drug 1: C1CN1P(=S)(N2CC2)N3CC3. Drug 2: C1C(C(OC1N2C=NC3=C(N=C(N=C32)Cl)N)CO)O. Cell line: MCF7. Synergy scores: CSS=14.7, Synergy_ZIP=-5.89, Synergy_Bliss=-2.60, Synergy_Loewe=-0.996, Synergy_HSA=-0.561.